From a dataset of Reaction yield outcomes from USPTO patents with 853,638 reactions. Predict the reaction yield, written as a fraction of the theoretical maximum amount of product (1.0 means a 100% yield; for example, 0.34 means a 34% yield). The reactants are [Cl:1][C:2]1[CH:7]=[CH:6][CH:5]=[CH:4][C:3]=1[S:8]([NH:11][CH2:12][C:13]1[O:14][C:15]([CH2:21][OH:22])=[C:16]([OH:20])[C:17](=[O:19])[CH:18]=1)(=[O:10])=[O:9].[CH2:23](OC1C(=O)C=C(CNS(C2C=CC=CC=2)(=O)=O)OC=1CO)[C:24]1[CH:29]=[CH:28][CH:27]=[CH:26][CH:25]=1. No catalyst specified. The product is [CH2:23]([O:20][C:16]1[C:17](=[O:19])[CH:18]=[C:13]([CH2:12][NH:11][S:8]([C:3]2[CH:4]=[CH:5][CH:6]=[CH:7][C:2]=2[Cl:1])(=[O:9])=[O:10])[O:14][C:15]=1[CH2:21][OH:22])[C:24]1[CH:29]=[CH:28][CH:27]=[CH:26][CH:25]=1. The yield is 0.350.